Dataset: Peptide-MHC class I binding affinity with 185,985 pairs from IEDB/IMGT. Task: Regression. Given a peptide amino acid sequence and an MHC pseudo amino acid sequence, predict their binding affinity value. This is MHC class I binding data. (1) The peptide sequence is HADQLTPAW. The MHC is HLA-B15:01 with pseudo-sequence HLA-B15:01. The binding affinity (normalized) is 0.0847. (2) The peptide sequence is LAYARGQAM. The MHC is HLA-B08:01 with pseudo-sequence HLA-B08:01. The binding affinity (normalized) is 0.778. (3) The peptide sequence is IMECSRMLDT. The MHC is HLA-A02:02 with pseudo-sequence HLA-A02:02. The binding affinity (normalized) is 0.208. (4) The peptide sequence is REAVNHLPREL. The MHC is Mamu-B08 with pseudo-sequence Mamu-B08. The binding affinity (normalized) is 0.0902. (5) The peptide sequence is VYIPPYCTI. The MHC is HLA-A26:01 with pseudo-sequence HLA-A26:01. The binding affinity (normalized) is 0. (6) The peptide sequence is EIIFLKLFK. The MHC is HLA-A11:01 with pseudo-sequence HLA-A11:01. The binding affinity (normalized) is 0.979. (7) The peptide sequence is LMWASSGFF. The MHC is HLA-A68:02 with pseudo-sequence HLA-A68:02. The binding affinity (normalized) is 0.0847. (8) The peptide sequence is GTDDEVIER. The MHC is HLA-A33:01 with pseudo-sequence HLA-A33:01. The binding affinity (normalized) is 0.347. (9) The peptide sequence is CFANKHAGF. The MHC is HLA-A23:01 with pseudo-sequence HLA-A23:01. The binding affinity (normalized) is 0.570. (10) The peptide sequence is AFDISVNASK. The MHC is HLA-A03:01 with pseudo-sequence HLA-A03:01. The binding affinity (normalized) is 0.410.